Dataset: Full USPTO retrosynthesis dataset with 1.9M reactions from patents (1976-2016). Task: Predict the reactants needed to synthesize the given product. Given the product [C:17]([O:16][C:14]([NH:13][C@H:10]([CH2:9][N:7]([CH3:8])[C:6]([O:5][CH2:4][CH2:3][Si:2]([CH3:1])([CH3:22])[CH3:23])=[O:21])[C@@H:11]([CH:24]1[CH2:29][CH2:28][CH2:27][CH2:26][CH2:25]1)[OH:12])=[O:15])([CH3:20])([CH3:18])[CH3:19], predict the reactants needed to synthesize it. The reactants are: [CH3:1][Si:2]([CH3:23])([CH3:22])[CH2:3][CH2:4][O:5][C:6](=[O:21])[N:7]([CH2:9][C@@H:10]([NH:13][C:14]([O:16][C:17]([CH3:20])([CH3:19])[CH3:18])=[O:15])[CH:11]=[O:12])[CH3:8].[CH:24]1([Mg]Cl)[CH2:29][CH2:28][CH2:27][CH2:26][CH2:25]1.